Task: Predict the reactants needed to synthesize the given product.. Dataset: Full USPTO retrosynthesis dataset with 1.9M reactions from patents (1976-2016) (1) Given the product [C:56]([NH:59][C:60]1[CH:70]=[CH:69][C:63]([CH:64]=[CH:65][C:66]([O:68][CH2:41][CH2:40][N:37]2[C:38](=[O:39])[CH:17]3[CH:18]([CH:19]4[C:21](=[C:22]([C:29]5[CH:34]=[CH:33][CH:32]=[CH:31][N:30]=5)[C:23]5[CH:24]=[CH:25][CH:26]=[CH:27][CH:28]=5)[CH:16]3[C:15]([C:2]([OH:1])([C:9]3[CH:14]=[CH:13][CH:12]=[CH:11][N:10]=3)[C:3]3[CH:4]=[CH:5][CH:6]=[CH:7][CH:8]=3)=[CH:20]4)[C:35]2=[O:36])=[O:67])=[CH:62][CH:61]=1)(=[O:58])[CH3:57], predict the reactants needed to synthesize it. The reactants are: [OH:1][C:2]([C:15]1[CH:16]2[C:21](=[C:22]([C:29]3[CH:34]=[CH:33][CH:32]=[CH:31][N:30]=3)[C:23]3[CH:28]=[CH:27][CH:26]=[CH:25][CH:24]=3)[CH:19]([CH:20]=1)[CH:18]1[C:35]([N:37]([CH2:40][CH2:41]OC(=O)C=CC3C=CC(C(C)C)=CC=3)[C:38](=[O:39])[CH:17]21)=[O:36])([C:9]1[CH:14]=[CH:13][CH:12]=[CH:11][N:10]=1)[C:3]1[CH:8]=[CH:7][CH:6]=[CH:5][CH:4]=1.[C:56]([NH:59][C:60]1[CH:70]=[CH:69][C:63]([CH:64]=[CH:65][C:66]([OH:68])=[O:67])=[CH:62][CH:61]=1)(=[O:58])[CH3:57].C(N=C=NCCCN(C)C)C.C(N(CC)CC)C.CN(C1C=CC=CN=1)C. (2) Given the product [Cl-:37].[F:1][C:2]1[CH:7]=[C:6]([NH:8][S:9]([CH3:12])(=[O:11])=[O:10])[CH:5]=[C:4]([F:13])[C:3]=1[CH:14]1[O:18][N:17]=[C:16]([C:19]2[N:20]=[C:21]([CH:24]3[CH2:25][CH2:26][NH2+:27][CH2:28][CH2:29]3)[S:22][CH:23]=2)[CH2:15]1, predict the reactants needed to synthesize it. The reactants are: [F:1][C:2]1[CH:7]=[C:6]([NH:8][S:9]([CH3:12])(=[O:11])=[O:10])[CH:5]=[C:4]([F:13])[C:3]=1[CH:14]1[O:18][N:17]=[C:16]([C:19]2[N:20]=[C:21]([CH:24]3[CH2:29][CH2:28][N:27](C(OC(C)(C)C)=O)[CH2:26][CH2:25]3)[S:22][CH:23]=2)[CH2:15]1.[ClH:37]. (3) Given the product [F:24][C:4]1[CH:3]=[C:2]([NH:1][C:39](=[O:43])[CH2:38][C:37]([NH:42][C:29]2[CH:28]=[CH:27][C:26]([F:25])=[CH:31][CH:30]=2)=[O:67])[CH:23]=[CH:22][C:5]=1[O:6][C:7]1[N:12]=[CH:11][N:10]=[C:9]([N:13]([CH3:21])[C:14](=[O:20])[O:15][C:16]([CH3:19])([CH3:18])[CH3:17])[CH:8]=1, predict the reactants needed to synthesize it. The reactants are: [NH2:1][C:2]1[CH:23]=[CH:22][C:5]([O:6][C:7]2[N:12]=[CH:11][N:10]=[C:9]([N:13]([CH3:21])[C:14](=[O:20])[O:15][C:16]([CH3:19])([CH3:18])[CH3:17])[CH:8]=2)=[C:4]([F:24])[CH:3]=1.[F:25][C:26]1[CH:31]=[CH:30][C:29](CC(Cl)=O)=[CH:28][CH:27]=1.Cl[C:37]1[N:42]=CN=[C:39]([O:43]C2C=CC(NC(NC(=O)CC3C=CC(F)=CC=3)=S)=CC=2F)[CH:38]=1.CC[O:67]C(C)=O.C(Cl)Cl. (4) Given the product [CH3:20][C:16]1[N:15]=[C:14]([NH:13][C:10]2[S:11][CH:12]=[C:8]([C:5]3[CH:6]=[CH:7][C:2]([B:21]4[O:25][C:24]([CH3:27])([CH3:26])[C:23]([CH3:29])([CH3:28])[O:22]4)=[CH:3][CH:4]=3)[N:9]=2)[CH:19]=[CH:18][CH:17]=1, predict the reactants needed to synthesize it. The reactants are: Br[C:2]1[CH:7]=[CH:6][C:5]([C:8]2[N:9]=[C:10]([NH:13][C:14]3[CH:19]=[CH:18][CH:17]=[C:16]([CH3:20])[N:15]=3)[S:11][CH:12]=2)=[CH:4][CH:3]=1.[B:21]1([B:21]2[O:25][C:24]([CH3:27])([CH3:26])[C:23]([CH3:29])([CH3:28])[O:22]2)[O:25][C:24]([CH3:27])([CH3:26])[C:23]([CH3:29])([CH3:28])[O:22]1.C(O[K])(C)=O. (5) Given the product [C:48]([O:52][C:53]([N:55]1[CH2:59][CH2:58][CH2:57][CH:56]1[C:60]1[NH:61][C:62]([C:65]2[CH:74]=[CH:73][C:72]3[C:67](=[CH:68][CH:69]=[C:70]([C:21]4[CH:20]=[CH:19][C:18]([C:15]5[NH:14][C:13]([CH:9]6[CH2:10][CH2:11][CH2:12][N:8]6[C:6]([O:5][C:1]([CH3:4])([CH3:3])[CH3:2])=[O:7])=[N:17][CH:16]=5)=[CH:23][CH:22]=4)[CH:71]=3)[CH:66]=2)=[CH:63][N:64]=1)=[O:54])([CH3:51])([CH3:50])[CH3:49], predict the reactants needed to synthesize it. The reactants are: [C:1]([O:5][C:6]([N:8]1[CH2:12][CH2:11][CH2:10][CH:9]1[C:13]1[NH:14][C:15]([C:18]2[CH:23]=[CH:22][C:21](Br)=[CH:20][CH:19]=2)=[CH:16][N:17]=1)=[O:7])([CH3:4])([CH3:3])[CH3:2].B1(B2OC(C)(C)C(C)(C)O2)OC(C)(C)C(C)(C)O1.CC([O-])=O.[K+].[C:48]([O:52][C:53]([N:55]1[CH2:59][CH2:58][CH2:57][CH:56]1[C:60]1[NH:61][C:62]([C:65]2[CH:74]=[CH:73][C:72]3[C:67](=[CH:68][CH:69]=[C:70](Br)[CH:71]=3)[CH:66]=2)=[CH:63][N:64]=1)=[O:54])([CH3:51])([CH3:50])[CH3:49].[O-]P([O-])([O-])=O.[K+].[K+].[K+].